Dataset: Peptide-MHC class I binding affinity with 185,985 pairs from IEDB/IMGT. Task: Regression. Given a peptide amino acid sequence and an MHC pseudo amino acid sequence, predict their binding affinity value. This is MHC class I binding data. (1) The peptide sequence is QYLFSLTYV. The MHC is HLA-A02:19 with pseudo-sequence HLA-A02:19. The binding affinity (normalized) is 0.0847. (2) The peptide sequence is PYCNYSKFW. The binding affinity (normalized) is 0.0926. The MHC is HLA-B15:01 with pseudo-sequence HLA-B15:01.